This data is from Forward reaction prediction with 1.9M reactions from USPTO patents (1976-2016). The task is: Predict the product of the given reaction. (1) Given the reactants [N+:1]([C:4]1[C:13]2[C:8](=[CH:9][CH:10]=[CH:11][CH:12]=2)[CH:7]=[CH:6][C:5]=1[NH:14][C:15]1[CH:16]=[C:17]([CH:20]=[CH:21][CH:22]=1)[C:18]#[N:19])([O-])=O.C1COCC1, predict the reaction product. The product is: [NH2:1][C:4]1[C:13]2[C:8](=[CH:9][CH:10]=[CH:11][CH:12]=2)[CH:7]=[CH:6][C:5]=1[NH:14][C:15]1[CH:16]=[C:17]([CH:20]=[CH:21][CH:22]=1)[C:18]#[N:19]. (2) Given the reactants Br[C:2]1[CH:3]=[C:4]2[C:12](=[CH:13][CH:14]=1)[N:11](C(OC(C)(C)C)=O)[C:10]1[CH:9]([CH:22]3[CH2:27][CH2:26][O:25][CH2:24][CH2:23]3)[N:8]([C:28]([O:30][C:31]([CH3:34])([CH3:33])[CH3:32])=[O:29])[CH:7]([C:35]3[N:36](C(OC(C)(C)C)=O)[CH:37]=[C:38]([C:40]4[CH:45]=[CH:44][C:43]([F:46])=[CH:42][CH:41]=4)[N:39]=3)[CH2:6][C:5]2=1.[NH:54]1[CH:58]=[CH:57][CH:56]=[N:55]1.C(=O)([O-])[O-].[K+].[K+], predict the reaction product. The product is: [N:54]1([C:2]2[CH:3]=[C:4]3[C:12](=[CH:13][CH:14]=2)[NH:11][C:10]2[CH:9]([CH:22]4[CH2:27][CH2:26][O:25][CH2:24][CH2:23]4)[N:8]([C:28]([O:30][C:31]([CH3:34])([CH3:33])[CH3:32])=[O:29])[CH:7]([C:35]4[NH:36][CH:37]=[C:38]([C:40]5[CH:41]=[CH:42][C:43]([F:46])=[CH:44][CH:45]=5)[N:39]=4)[CH2:6][C:5]3=2)[CH:58]=[CH:57][CH:56]=[N:55]1. (3) Given the reactants [C:1]([O:5][C:6]([C:8]1([C:11]2[CH:16]=[CH:15][C:14](Br)=[CH:13][CH:12]=2)[CH2:10][CH2:9]1)=[O:7])([CH3:4])([CH3:3])[CH3:2].[O:18]=[C:19]1[NH:23][CH2:22][CH2:21][O:20]1.[C@@H]1(N)CCCC[C@H]1N.C(=O)([O-])[O-].[K+].[K+], predict the reaction product. The product is: [C:1]([O:5][C:6]([C:8]1([C:11]2[CH:16]=[CH:15][C:14]([N:23]3[CH2:22][CH2:21][O:20][C:19]3=[O:18])=[CH:13][CH:12]=2)[CH2:10][CH2:9]1)=[O:7])([CH3:4])([CH3:3])[CH3:2]. (4) Given the reactants Br[C:2]1[CH:7]=[C:6]([F:8])[N:5]=[C:4]([NH2:9])[CH:3]=1.[CH2:10](B(O)O)[CH3:11].C(=O)([O-])[O-].[K+].[K+].O1CCOCC1, predict the reaction product. The product is: [CH2:10]([C:2]1[CH:7]=[C:6]([F:8])[N:5]=[C:4]([NH2:9])[CH:3]=1)[CH3:11]. (5) Given the reactants Br[C:2]1[CH:3]=[C:4]([CH:14]=[CH:15][CH:16]=1)[O:5][CH2:6][CH2:7][N:8]1[CH2:13][CH2:12][O:11][CH2:10][CH2:9]1.CCCCCC.C([Li])CCC.[B:28](OC(C)C)([O:33]C(C)C)[O:29]C(C)C, predict the reaction product. The product is: [O:11]1[CH2:12][CH2:13][N:8]([CH2:7][CH2:6][O:5][C:4]2[CH:3]=[C:2]([B:28]([OH:33])[OH:29])[CH:16]=[CH:15][CH:14]=2)[CH2:9][CH2:10]1. (6) Given the reactants [Li]CCCC.CCCCCC.CC1(C)CCCC(C)(C)N1.C[Si](C)(C)[N:24]1[CH2:30][CH2:29][CH2:28][CH2:27][CH2:26][C:25]1=[O:31].Cl[C:35]1[CH:40]=[CH:39][CH:38]=[CH:37][C:36]=1[O:41][CH3:42], predict the reaction product. The product is: [CH3:42][O:41][C:36]1[CH:35]=[C:40]([CH:26]2[CH2:27][CH2:28][CH2:29][CH2:30][NH:24][C:25]2=[O:31])[CH:39]=[CH:38][CH:37]=1.